Dataset: Forward reaction prediction with 1.9M reactions from USPTO patents (1976-2016). Task: Predict the product of the given reaction. (1) Given the reactants [NH2:1][C:2]1[O:3][CH2:4][C@:5]2([N:27]=1)[C:18]1[CH:17]=[C:16]([O:19][CH3:20])[CH:15]=[CH:14][C:13]=1[O:12][C:11]1[C:6]2=[CH:7][C:8]([C:22]2(O)[CH2:25][O:24][CH2:23]2)=[CH:9][C:10]=1[F:21].C(N(S(F)(F)[F:34])CC)C, predict the reaction product. The product is: [F:21][C:10]1[C:11]2[O:12][C:13]3[C:18](=[CH:17][C:16]([O:19][CH3:20])=[CH:15][CH:14]=3)[C@@:5]3([CH2:4][O:3][C:2]([NH2:1])=[N:27]3)[C:6]=2[CH:7]=[C:8]([C:22]2([F:34])[CH2:25][O:24][CH2:23]2)[CH:9]=1. (2) Given the reactants [C:1]([O:5][C:6](=[O:40])[C:7]1[CH:15]=[C:14]([NH:16][C:17](=[O:39])[CH2:18][CH2:19][CH2:20][CH2:21][CH2:22][CH2:23][CH2:24][CH2:25][CH2:26][CH2:27][CH2:28][CH2:29][CH2:30][CH2:31][C:32]([O:34][C:35]([CH3:38])([CH3:37])[CH3:36])=[O:33])[CH:13]=[C:9]([C:10]([OH:12])=[O:11])[CH:8]=1)([CH3:4])([CH3:3])[CH3:2].[B-](F)(F)(F)F.CN(C(O[N:54]1[C:59](=[O:60])[CH2:58][CH2:57][C:55]1=[O:56])=[N+](C)C)C.CCN(C(C)C)C(C)C, predict the reaction product. The product is: [O:56]=[C:55]1[CH2:57][CH2:58][C:59](=[O:60])[N:54]1[O:11][C:10](=[O:12])[C:9]1[CH:8]=[C:7]([CH:15]=[C:14]([NH:16][C:17](=[O:39])[CH2:18][CH2:19][CH2:20][CH2:21][CH2:22][CH2:23][CH2:24][CH2:25][CH2:26][CH2:27][CH2:28][CH2:29][CH2:30][CH2:31][C:32]([O:34][C:35]([CH3:38])([CH3:37])[CH3:36])=[O:33])[CH:13]=1)[C:6]([O:5][C:1]([CH3:4])([CH3:2])[CH3:3])=[O:40].